From a dataset of Peptide-MHC class II binding affinity with 134,281 pairs from IEDB. Regression. Given a peptide amino acid sequence and an MHC pseudo amino acid sequence, predict their binding affinity value. This is MHC class II binding data. (1) The peptide sequence is VVSRLLIPVPFDPPA. The MHC is HLA-DQA10301-DQB10302 with pseudo-sequence HLA-DQA10301-DQB10302. The binding affinity (normalized) is 0.130. (2) The peptide sequence is VLTRLEAWLTEHGCN. The MHC is DRB1_0301 with pseudo-sequence DRB1_0301. The binding affinity (normalized) is 0.383. (3) The peptide sequence is GELQIVDKIDAAFKT. The MHC is DRB1_1201 with pseudo-sequence DRB1_1201. The binding affinity (normalized) is 0.318. (4) The peptide sequence is SEGFIHEFGHAVDDYAGYLL. The MHC is DRB1_0401 with pseudo-sequence DRB1_0401. The binding affinity (normalized) is 0.646.